From a dataset of Full USPTO retrosynthesis dataset with 1.9M reactions from patents (1976-2016). Predict the reactants needed to synthesize the given product. (1) The reactants are: Cl[C:2]1[C:11]2[C:6](=[CH:7][CH:8]=[C:9]([N:12]([CH3:14])[CH3:13])[CH:10]=2)[CH:5]=[C:4]([C:15]2[CH:20]=[CH:19][CH:18]=[C:17]([O:21][CH3:22])[CH:16]=2)[N:3]=1.[CH3:23][O:24][C:25]1[CH:32]=[CH:31][C:28]([CH2:29][NH2:30])=[CH:27][CH:26]=1.C(=O)([O-])[O-].[K+].[K+]. Given the product [CH3:23][O:24][C:25]1[CH:32]=[CH:31][C:28]([CH2:29][NH:30][C:2]2[C:11]3[C:6](=[CH:7][CH:8]=[C:9]([N:12]([CH3:14])[CH3:13])[CH:10]=3)[CH:5]=[C:4]([C:15]3[CH:20]=[CH:19][CH:18]=[C:17]([O:21][CH3:22])[CH:16]=3)[N:3]=2)=[CH:27][CH:26]=1, predict the reactants needed to synthesize it. (2) Given the product [O:1]1[CH2:6][CH2:5][CH:4]([CH2:7][CH2:8][N:9]2[CH2:14][CH2:13][CH:12]([NH:22][CH2:21][C:20]3[CH:23]=[CH:24][C:17]([F:16])=[CH:18][CH:19]=3)[CH2:11][CH2:10]2)[O:3][CH2:2]1, predict the reactants needed to synthesize it. The reactants are: [O:1]1[CH2:6][CH2:5][CH:4]([CH2:7][CH2:8][N:9]2[CH2:14][CH2:13][C:12](=O)[CH2:11][CH2:10]2)[O:3][CH2:2]1.[F:16][C:17]1[CH:24]=[CH:23][C:20]([CH2:21][NH2:22])=[CH:19][CH:18]=1.C(O)(=O)C.C([BH3-])#N.[Na+]. (3) Given the product [C:1]([O:5][C:6](=[O:25])[NH:7][C:8]1[CH:13]=[C:12]([O:14][CH2:15][C:16]([F:18])([F:17])[F:19])[C:11]([C:20]([F:22])([F:23])[F:21])=[CH:10][C:9]=1[NH:24][C:31](=[O:30])[CH2:32][C:33](=[O:51])[C:34]1[CH:39]=[CH:38][CH:37]=[C:36]([C:40]2[CH:45]=[CH:44][N:43]=[C:42]([N:46]3[CH2:47][CH2:48][CH2:49][CH2:50]3)[CH:41]=2)[CH:35]=1)([CH3:4])([CH3:2])[CH3:3], predict the reactants needed to synthesize it. The reactants are: [C:1]([O:5][C:6](=[O:25])[NH:7][C:8]1[CH:13]=[C:12]([O:14][CH2:15][C:16]([F:19])([F:18])[F:17])[C:11]([C:20]([F:23])([F:22])[F:21])=[CH:10][C:9]=1[NH2:24])([CH3:4])([CH3:3])[CH3:2].C([O:30][C:31](=O)[CH2:32][C:33](=[O:51])[C:34]1[CH:39]=[CH:38][CH:37]=[C:36]([C:40]2[CH:45]=[CH:44][N:43]=[C:42]([N:46]3[CH2:50][CH2:49][CH2:48][CH2:47]3)[CH:41]=2)[CH:35]=1)(C)(C)C. (4) Given the product [CH3:17][C:14]1([CH3:18])[NH:13][CH2:12][C:11]2[CH:10]=[CH:9][C:4]([C:5]([O:7][CH3:8])=[O:6])=[CH:3][C:2]=2[O:16][CH2:15]1, predict the reactants needed to synthesize it. The reactants are: Br[C:2]1[CH:3]=[C:4]([CH:9]=[CH:10][C:11]=1[CH2:12][NH:13][C:14]([CH3:18])([CH3:17])[CH2:15][OH:16])[C:5]([O:7][CH3:8])=[O:6].C([O-])([O-])=O.[K+].[K+]. (5) Given the product [CH2:1]([O:8][C:9]1[CH:14]=[CH:13][C:12]([N+:15]([O-:17])=[O:16])=[C:11]([S:30][CH2:31][CH2:32][C:33]([O:35][CH2:36][CH:37]([CH2:42][CH3:43])[CH2:38][CH2:39][CH2:40][CH3:41])=[O:34])[CH:10]=1)[C:2]1[CH:7]=[CH:6][CH:5]=[CH:4][CH:3]=1, predict the reactants needed to synthesize it. The reactants are: [CH2:1]([O:8][C:9]1[CH:14]=[CH:13][C:12]([N+:15]([O-:17])=[O:16])=[C:11](F)[CH:10]=1)[C:2]1[CH:7]=[CH:6][CH:5]=[CH:4][CH:3]=1.C(=O)([O-])[O-].[K+].[K+].CN(C=O)C.[SH:30][CH2:31][CH2:32][C:33]([O:35][CH2:36][CH:37]([CH2:42][CH3:43])[CH2:38][CH2:39][CH2:40][CH3:41])=[O:34].